Dataset: Reaction yield outcomes from USPTO patents with 853,638 reactions. Task: Predict the reaction yield, written as a fraction of the theoretical maximum amount of product (1.0 means a 100% yield; for example, 0.34 means a 34% yield). (1) The product is [N:8]1([C:6]2[N:5]=[CH:4][N:3]=[C:2]([NH2:13])[CH:7]=2)[CH:12]=[CH:11][N:10]=[CH:9]1. The yield is 0.400. The catalyst is CO. The reactants are Cl[C:2]1[CH:7]=[C:6]([N:8]2[CH:12]=[CH:11][N:10]=[CH:9]2)[N:5]=[CH:4][N:3]=1.[NH3:13]. (2) The reactants are [C:1]([O:5][C:6]([NH:8][C@@H:9]1[C:23](=[O:24])[N:22]2[CH2:25][C@H:26]([OH:28])[CH2:27][C@H:21]2[C:20](=[O:29])[NH:19][C@:18]2([C:31]([O:33][CH2:34][CH3:35])=[O:32])[CH2:30][C@H:17]2[CH:16]=[CH:15][CH2:14][CH2:13][O:12][CH2:11][CH2:10]1)=[O:7])([CH3:4])([CH3:3])[CH3:2].N1([C:41]([N:43]2[CH:47]=[CH:46]N=[CH:44]2)=[O:42])C=CN=C1.C(N(C(C)C)C(C)C)C.Cl.[F:58][C:59]1[CH:67]=CC=[C:64]2[C:60]=1CN[CH2:63]2. The catalyst is C1(C)C=CC=CC=1. The product is [C:1]([O:5][C:6]([NH:8][C@@H:9]1[C:23](=[O:24])[N:22]2[CH2:25][C@H:26]([O:28][C:41]([N:43]3[CH2:44][C:67]4[C:46](=[CH:63][CH:64]=[CH:60][C:59]=4[F:58])[CH2:47]3)=[O:42])[CH2:27][C@H:21]2[C:20](=[O:29])[NH:19][C@:18]2([C:31]([O:33][CH2:34][CH3:35])=[O:32])[CH2:30][C@H:17]2[CH:16]=[CH:15][CH2:14][CH2:13][O:12][CH2:11][CH2:10]1)=[O:7])([CH3:4])([CH3:3])[CH3:2]. The yield is 0.750. (3) The reactants are [Na+].[P:2]([O:6][CH2:7][C@H:8]1[O:12][C@@H:11]([N:13]2[C:22]3[N:21]=[CH:20][N:19]=[C:17]([NH2:18])[C:16]=3[N:15]=[CH:14]2)[C@H:10]([OH:23])[C@@H:9]1[OH:24])([O-:5])([O-:4])=[O:3].[Na+].[NH+]1C=CC=C[CH:27]=1.C(N(CCCC)CCCC)CCC.IC. The catalyst is O.CO. The product is [P:2]([O:6][CH2:7][C@H:8]1[O:12][C@@H:11]([N:13]2[C:22]3[N:21]=[CH:20][N:19]([CH3:27])[C:17](=[NH:18])[C:16]=3[N:15]=[CH:14]2)[C@H:10]([OH:23])[C@@H:9]1[OH:24])([OH:5])([OH:4])=[O:3]. The yield is 0.230. (4) The catalyst is C1COCC1. The reactants are [H-].[Na+].[Br:3][C:4]1[CH:9]=[C:8](F)[C:7]([N+:11]([O-:13])=[O:12])=[CH:6][C:5]=1[F:14].[CH3:15][O:16][C:17]1[CH:22]=[CH:21][C:20]([OH:23])=[CH:19][CH:18]=1. The yield is 0.890. The product is [Br:3][C:4]1[CH:9]=[C:8]([O:23][C:20]2[CH:21]=[CH:22][C:17]([O:16][CH3:15])=[CH:18][CH:19]=2)[C:7]([N+:11]([O-:13])=[O:12])=[CH:6][C:5]=1[F:14]. (5) The reactants are [Cl:1][S:2]([C:5]1[CH:6]=[C:7]([CH:11]=[CH:12][CH:13]=1)[C:8](Cl)=[O:9])(=[O:4])=[O:3].N1C=CC=CC=1.[CH3:20][OH:21]. The catalyst is ClCCl. The product is [Cl:1][S:2]([C:5]1[CH:6]=[C:7]([CH:11]=[CH:12][CH:13]=1)[C:8]([O:21][CH3:20])=[O:9])(=[O:4])=[O:3]. The yield is 0.920.